Dataset: Full USPTO retrosynthesis dataset with 1.9M reactions from patents (1976-2016). Task: Predict the reactants needed to synthesize the given product. Given the product [Br:10][C:11]1[CH:16]=[CH:15][CH:14]=[CH:13][C:12]=1[S:9][C:3]1[CH:4]=[CH:5][C:6](/[CH:19]=[CH:20]/[C:21]([N:49]2[CH2:50][CH2:51][CH2:52][CH:47]([CH2:46][OH:45])[CH2:48]2)=[O:22])=[CH:7][C:2]=1[Cl:1], predict the reactants needed to synthesize it. The reactants are: [Cl:1][C:2]1[CH:7]=[C:6](Cl)[CH:5]=[CH:4][C:3]=1[SH:9].[Br:10][C:11]1[CH:16]=[CH:15][CH:14]=[CH:13][C:12]=1S.Cl[C:19]1C=CC=C[C:20]=1[CH:21]=[O:22].ClC1C=C(C=CC=1F)C=O.NCCCCCCO.[OH:45][CH2:46][CH:47]1[CH2:52][CH2:51][CH2:50][NH:49][CH2:48]1.